This data is from Reaction yield outcomes from USPTO patents with 853,638 reactions. The task is: Predict the reaction yield, written as a fraction of the theoretical maximum amount of product (1.0 means a 100% yield; for example, 0.34 means a 34% yield). (1) The reactants are [CH2:1]([O:3][C:4](=[O:23])[CH2:5][C:6](=O)[CH2:7][O:8][CH2:9][CH2:10][N:11]1[C:19](=[O:20])[C:18]2[C:13](=[CH:14][CH:15]=[CH:16][CH:17]=2)[C:12]1=[O:21])[CH3:2].[NH3:24].[CH3:25][CH2:26][OH:27].[N:28]1[CH:33]=[CH:32][CH:31]=[C:30]([CH:34]=O)[CH:29]=1. The catalyst is CC(O)C.CC(O)=O. The product is [CH2:1]([O:3][C:4]([C:5]1[CH:34]([C:30]2[CH:29]=[N:28][CH:33]=[CH:32][CH:31]=2)[C:15]2[C:26](=[O:27])[CH2:25][C:18]([CH3:19])([CH3:17])[CH2:13][C:14]=2[NH:24][C:6]=1[CH2:7][O:8][CH2:9][CH2:10][N:11]1[C:19](=[O:20])[C:18]2[C:13](=[CH:14][CH:15]=[CH:16][CH:17]=2)[C:12]1=[O:21])=[O:23])[CH3:2]. The yield is 0.450. (2) The reactants are [CH2:1]([O:8][C:9]1[CH:10]=[C:11]([CH2:16][C@H:17]([NH:28][C:29]([O:31][CH2:32][C:33]2[CH:38]=[CH:37][CH:36]=[CH:35][CH:34]=2)=[O:30])[C:18]([O:20][CH2:21][C:22]2[CH:27]=[CH:26][CH:25]=[CH:24][CH:23]=2)=[O:19])[CH:12]=[CH:13][C:14]=1[OH:15])[C:2]1[CH:7]=[CH:6][CH:5]=[CH:4][CH:3]=1.[O:39]([CH2:69][C:70]1[CH:75]=[CH:74][CH:73]=[CH:72][CH:71]=1)[P:40](O[P:40]([O:41][CH2:42][C:43]1[CH:48]=[CH:47][CH:46]=[CH:45][CH:44]=1)([O:39][CH2:69][C:70]1[CH:75]=[CH:74][CH:73]=[CH:72][CH:71]=1)=[O:49])(=[O:49])[O:41][CH2:42][C:43]1[CH:48]=[CH:47][CH:46]=[CH:45][CH:44]=1.C1CCN2C(=NCCC2)CC1. The catalyst is C(#N)C. The product is [CH2:1]([O:8][C:9]1[CH:10]=[C:11]([CH2:16][C@H:17]([NH:28][C:29]([O:31][CH2:32][C:33]2[CH:34]=[CH:35][CH:36]=[CH:37][CH:38]=2)=[O:30])[C:18]([O:20][CH2:21][C:22]2[CH:23]=[CH:24][CH:25]=[CH:26][CH:27]=2)=[O:19])[CH:12]=[CH:13][C:14]=1[O:15][P:40]([O:39][CH2:69][C:70]1[CH:75]=[CH:74][CH:73]=[CH:72][CH:71]=1)([O:41][CH2:42][C:43]1[CH:48]=[CH:47][CH:46]=[CH:45][CH:44]=1)=[O:49])[C:2]1[CH:7]=[CH:6][CH:5]=[CH:4][CH:3]=1. The yield is 0.860. (3) The reactants are [Br-].[Li+].[F:3][C:4]([F:16])([C:9]1([C:12]([F:15])([F:14])[F:13])[CH2:11][O:10]1)[C:5]([F:8])([F:7])[F:6].[C:17](=[O:19])=[O:18]. The catalyst is CN1CCCC1=O. The product is [C:17]1(=[O:18])[O:10][CH2:11][C:9]([C:12]([F:15])([F:14])[F:13])([C:4]([F:16])([F:3])[C:5]([F:8])([F:7])[F:6])[O:19]1. The yield is 0.720.